From a dataset of NCI-60 drug combinations with 297,098 pairs across 59 cell lines. Regression. Given two drug SMILES strings and cell line genomic features, predict the synergy score measuring deviation from expected non-interaction effect. Drug 1: CC1=CC2C(CCC3(C2CCC3(C(=O)C)OC(=O)C)C)C4(C1=CC(=O)CC4)C. Drug 2: C1=CN(C(=O)N=C1N)C2C(C(C(O2)CO)O)O.Cl. Cell line: SK-MEL-2. Synergy scores: CSS=22.4, Synergy_ZIP=-7.18, Synergy_Bliss=-0.351, Synergy_Loewe=-24.8, Synergy_HSA=-2.49.